This data is from Catalyst prediction with 721,799 reactions and 888 catalyst types from USPTO. The task is: Predict which catalyst facilitates the given reaction. (1) Reactant: C(=O)([O-])[O-].[Cs+].[Cs+].[CH3:7][O:8][C:9]1[CH:32]=[C:31]([O:33][CH3:34])[CH:30]=[CH:29][C:10]=1[CH2:11][N:12]([CH2:18][C@H:19]1[CH2:28][C:27]2[C:22](=[CH:23][CH:24]=[CH:25][CH:26]=2)[CH2:21][NH:20]1)[C:13](=[O:17])[CH:14](Cl)[CH3:15].CCOC(C)=O.CO. Product: [CH3:7][O:8][C:9]1[CH:32]=[C:31]([O:33][CH3:34])[CH:30]=[CH:29][C:10]=1[CH2:11][N:12]1[C:13](=[O:17])[CH:14]([CH3:15])[N:20]2[CH2:21][C:22]3[CH:23]=[CH:24][CH:25]=[CH:26][C:27]=3[CH2:28][C@@H:19]2[CH2:18]1. The catalyst class is: 85. (2) Reactant: [CH:1]1([N:6]2[C:11]3[N:12]=[C:13]([NH:17][CH2:18][CH3:19])[N:14]=[C:15]([CH3:16])[C:10]=3[CH:9]=[C:8]([CH2:20][CH2:21][C:22]([O:24]CC)=[O:23])[C:7]2=[O:27])[CH2:5][CH2:4][CH2:3][CH2:2]1.[OH-].[Li+].Cl. Product: [CH:1]1([N:6]2[C:11]3[N:12]=[C:13]([NH:17][CH2:18][CH3:19])[N:14]=[C:15]([CH3:16])[C:10]=3[CH:9]=[C:8]([CH2:20][CH2:21][C:22]([OH:24])=[O:23])[C:7]2=[O:27])[CH2:2][CH2:3][CH2:4][CH2:5]1. The catalyst class is: 20. (3) Reactant: [OH:1][CH2:2][CH2:3][CH2:4][N:5]([C:22]1[CH:27]=[CH:26][C:25]([NH:28][C:29]([NH:31][C:32]2[CH:37]=[CH:36][CH:35]=[CH:34][CH:33]=2)=[O:30])=[CH:24][CH:23]=1)[S:6]([C:9]1[CH:10]=[C:11]([C:15]2[CH:20]=[CH:19][C:18]([F:21])=[CH:17][CH:16]=2)[CH:12]=[CH:13][CH:14]=1)(=[O:8])=[O:7].C(N(CC)CC)C.[CH3:45][S:46](Cl)(=[O:48])=[O:47].O. Product: [CH3:45][S:46]([O:1][CH2:2][CH2:3][CH2:4][N:5]([C:22]1[CH:27]=[CH:26][C:25]([NH:28][C:29]([NH:31][C:32]2[CH:33]=[CH:34][CH:35]=[CH:36][CH:37]=2)=[O:30])=[CH:24][CH:23]=1)[S:6]([C:9]1[CH:10]=[C:11]([C:15]2[CH:20]=[CH:19][C:18]([F:21])=[CH:17][CH:16]=2)[CH:12]=[CH:13][CH:14]=1)(=[O:8])=[O:7])(=[O:48])=[O:47]. The catalyst class is: 2. (4) The catalyst class is: 4. Product: [Br:1][C:2]1[CH:7]=[CH:6][C:5]([CH:8]([CH3:9])[CH3:10])=[C:4]([F:12])[CH:3]=1. Reactant: [Br:1][C:2]1[CH:7]=[CH:6][C:5]([C:8](O)([CH3:10])[CH3:9])=[C:4]([F:12])[CH:3]=1.C([SiH](CC)CC)C.FC(F)(F)C(O)=O.